This data is from Peptide-MHC class II binding affinity with 134,281 pairs from IEDB. The task is: Regression. Given a peptide amino acid sequence and an MHC pseudo amino acid sequence, predict their binding affinity value. This is MHC class II binding data. (1) The peptide sequence is QRGVGVAQGGVFHTM. The MHC is DRB1_1101 with pseudo-sequence DRB1_1101. The binding affinity (normalized) is 0.205. (2) The peptide sequence is EVVKANGGYLAAGKL. The MHC is HLA-DQA10501-DQB10201 with pseudo-sequence HLA-DQA10501-DQB10201. The binding affinity (normalized) is 0.297. (3) The peptide sequence is YFRNEQSIPPLIKKY. The MHC is HLA-DPA10201-DPB11401 with pseudo-sequence HLA-DPA10201-DPB11401. The binding affinity (normalized) is 0.255. (4) The peptide sequence is AFALVLLFCALASSC. The MHC is DRB1_0301 with pseudo-sequence DRB1_0301. The binding affinity (normalized) is 0. (5) The peptide sequence is KRIVKLVNDVGAVVN. The MHC is HLA-DPA10201-DPB11401 with pseudo-sequence HLA-DPA10201-DPB11401. The binding affinity (normalized) is 0.448. (6) The peptide sequence is FHVRGARRSGDVLWD. The MHC is DRB1_0801 with pseudo-sequence DRB1_0801. The binding affinity (normalized) is 0.611.